Dataset: NCI-60 drug combinations with 297,098 pairs across 59 cell lines. Task: Regression. Given two drug SMILES strings and cell line genomic features, predict the synergy score measuring deviation from expected non-interaction effect. (1) Drug 1: CC1=C(C=C(C=C1)NC2=NC=CC(=N2)N(C)C3=CC4=NN(C(=C4C=C3)C)C)S(=O)(=O)N.Cl. Drug 2: CC12CCC3C(C1CCC2O)C(CC4=C3C=CC(=C4)O)CCCCCCCCCS(=O)CCCC(C(F)(F)F)(F)F. Cell line: U251. Synergy scores: CSS=7.49, Synergy_ZIP=-4.19, Synergy_Bliss=-2.66, Synergy_Loewe=-1.60, Synergy_HSA=-1.17. (2) Drug 1: CN(CCCl)CCCl.Cl. Drug 2: C1C(C(OC1N2C=NC(=NC2=O)N)CO)O. Cell line: MCF7. Synergy scores: CSS=12.5, Synergy_ZIP=-5.28, Synergy_Bliss=-1.68, Synergy_Loewe=-2.22, Synergy_HSA=0.242. (3) Drug 1: C1=CN(C(=O)N=C1N)C2C(C(C(O2)CO)O)O.Cl. Drug 2: C(CCl)NC(=O)N(CCCl)N=O. Cell line: NCI-H460. Synergy scores: CSS=62.5, Synergy_ZIP=9.21, Synergy_Bliss=8.83, Synergy_Loewe=-18.0, Synergy_HSA=9.79. (4) Drug 1: COC1=NC(=NC2=C1N=CN2C3C(C(C(O3)CO)O)O)N. Drug 2: CCC1=C2CN3C(=CC4=C(C3=O)COC(=O)C4(CC)O)C2=NC5=C1C=C(C=C5)O. Cell line: 786-0. Synergy scores: CSS=15.5, Synergy_ZIP=-8.58, Synergy_Bliss=-1.12, Synergy_Loewe=-32.5, Synergy_HSA=-1.22. (5) Drug 1: C(=O)(N)NO. Drug 2: CC(C)(C#N)C1=CC(=CC(=C1)CN2C=NC=N2)C(C)(C)C#N. Cell line: NCI-H460. Synergy scores: CSS=-1.48, Synergy_ZIP=1.57, Synergy_Bliss=1.90, Synergy_Loewe=-0.0713, Synergy_HSA=-0.153. (6) Drug 1: C1=CC(=C2C(=C1NCCNCCO)C(=O)C3=C(C=CC(=C3C2=O)O)O)NCCNCCO. Drug 2: C1=CC=C(C(=C1)C(C2=CC=C(C=C2)Cl)C(Cl)Cl)Cl. Cell line: CCRF-CEM. Synergy scores: CSS=67.8, Synergy_ZIP=5.29, Synergy_Bliss=6.85, Synergy_Loewe=-29.9, Synergy_HSA=7.44. (7) Drug 1: COC1=CC(=CC(=C1O)OC)C2C3C(COC3=O)C(C4=CC5=C(C=C24)OCO5)OC6C(C(C7C(O6)COC(O7)C8=CC=CS8)O)O. Drug 2: CC1=C(C(=CC=C1)Cl)NC(=O)C2=CN=C(S2)NC3=CC(=NC(=N3)C)N4CCN(CC4)CCO. Cell line: NCI-H460. Synergy scores: CSS=57.2, Synergy_ZIP=4.93, Synergy_Bliss=5.39, Synergy_Loewe=4.84, Synergy_HSA=7.75. (8) Drug 1: CC(CN1CC(=O)NC(=O)C1)N2CC(=O)NC(=O)C2. Drug 2: C1=CC=C(C=C1)NC(=O)CCCCCCC(=O)NO. Cell line: OVCAR-8. Synergy scores: CSS=45.3, Synergy_ZIP=-2.28, Synergy_Bliss=1.86, Synergy_Loewe=1.09, Synergy_HSA=5.03.